This data is from Reaction yield outcomes from USPTO patents with 853,638 reactions. The task is: Predict the reaction yield, written as a fraction of the theoretical maximum amount of product (1.0 means a 100% yield; for example, 0.34 means a 34% yield). (1) The reactants are [Cl:1][C:2]1[C:11]2[CH2:10][N:9]([C@H:12]([CH:16]([CH3:18])[CH3:17])[C:13](O)=[O:14])[C:8](=[O:19])[C:7]3=[CH:20][NH:21][C:5]([C:6]=23)=[N:4][CH:3]=1.[NH2:22][CH2:23][C:24]#[N:25].CN(C(ON1N=NC2C=CC=NC1=2)=[N+](C)C)C.F[P-](F)(F)(F)(F)F. The catalyst is C1COCC1. The product is [Cl:1][C:2]1[C:11]2[CH2:10][N:9]([C@H:12]([CH:16]([CH3:18])[CH3:17])[C:13]([NH:25][CH2:24][C:23]#[N:22])=[O:14])[C:8](=[O:19])[C:7]3=[CH:20][NH:21][C:5]([C:6]=23)=[N:4][CH:3]=1. The yield is 0.338. (2) The reactants are FC(F)(F)C(O)=O.[CH3:8][S:9]([C:11]1[CH:16]=[C:15]([C:17]2[S:18][C:19]3[CH:27]=[CH:26][CH:25]=[CH:24][C:20]=3[C:21](=[O:23])[N:22]=2)[N:14]=[C:13]([CH2:28][CH2:29][C:30]([O:32]C(C)(C)C)=[O:31])[CH:12]=1)=[O:10].C(OC(C)C)(C)C. No catalyst specified. The product is [CH3:8][S:9]([C:11]1[CH:16]=[C:15]([C:17]2[S:18][C:19]3[CH:27]=[CH:26][CH:25]=[CH:24][C:20]=3[C:21](=[O:23])[N:22]=2)[N:14]=[C:13]([CH2:28][CH2:29][C:30]([OH:32])=[O:31])[CH:12]=1)=[O:10]. The yield is 0.910. (3) The reactants are [CH:1]([C:3]1[CH:8]=[CH:7][C:6]([C:9]2[O:13][N:12]=[C:11]([C:14]3[CH:15]=[CH:16][C:17]([O:22][CH:23]([CH3:25])[CH3:24])=[C:18]([CH:21]=3)[C:19]#[N:20])[N:10]=2)=[CH:5][CH:4]=1)=O.[NH:26]1[CH2:29][CH:28]([C:30]([OH:32])=[O:31])[CH2:27]1.C(O)(=O)C.C([BH3-])#N. The catalyst is CO.ClCCCl. The product is [C:19]([C:18]1[CH:21]=[C:14]([C:11]2[N:10]=[C:9]([C:6]3[CH:5]=[CH:4][C:3]([CH2:1][N:26]4[CH2:29][CH:28]([C:30]([OH:32])=[O:31])[CH2:27]4)=[CH:8][CH:7]=3)[O:13][N:12]=2)[CH:15]=[CH:16][C:17]=1[O:22][CH:23]([CH3:25])[CH3:24])#[N:20]. The yield is 0.259. (4) The product is [Cl:7][C:6]1[S:5][C:4]([C:8]([NH:10][C@@H:11]([CH2:21][C:22]2[CH:27]=[CH:26][CH:25]=[CH:24][C:23]=2[C:28]([F:31])([F:30])[F:29])[CH2:12][NH:13][C:14](=[O:20])[O:15][C:16]([CH3:19])([CH3:18])[CH3:17])=[O:9])=[CH:3][C:2]=1[C:45]1[N:49]([CH3:50])[N:48]=[CH:47][CH:46]=1. The catalyst is O1CCOCC1.O.C1C=CC([P]([Pd]([P](C2C=CC=CC=2)(C2C=CC=CC=2)C2C=CC=CC=2)([P](C2C=CC=CC=2)(C2C=CC=CC=2)C2C=CC=CC=2)[P](C2C=CC=CC=2)(C2C=CC=CC=2)C2C=CC=CC=2)(C2C=CC=CC=2)C2C=CC=CC=2)=CC=1. The yield is 0.260. The reactants are Br[C:2]1[CH:3]=[C:4]([C:8]([NH:10][C@@H:11]([CH2:21][C:22]2[CH:27]=[CH:26][CH:25]=[CH:24][C:23]=2[C:28]([F:31])([F:30])[F:29])[CH2:12][NH:13][C:14](=[O:20])[O:15][C:16]([CH3:19])([CH3:18])[CH3:17])=[O:9])[S:5][C:6]=1[Cl:7].C([O-])([O-])=O.[K+].[K+].CC1(C)COB([C:45]2[N:49]([CH3:50])[N:48]=[CH:47][CH:46]=2)OC1.